Dataset: Reaction yield outcomes from USPTO patents with 853,638 reactions. Task: Predict the reaction yield, written as a fraction of the theoretical maximum amount of product (1.0 means a 100% yield; for example, 0.34 means a 34% yield). The reactants are [NH2:1][CH:2]1[CH2:7][CH2:6][N:5]([C:8]([O:10][CH2:11][C:12]2[CH:17]=[CH:16][CH:15]=[CH:14][CH:13]=2)=[O:9])[CH2:4][CH2:3]1.[CH:18]1([N:24]=[C:25]=[O:26])[CH2:23][CH2:22][CH2:21][CH2:20][CH2:19]1.[C:27](Cl)(=[O:32])[CH2:28][C:29](Cl)=[O:30]. The catalyst is C(Cl)(Cl)Cl. The product is [CH:18]1([N:24]2[C:29](=[O:30])[CH2:28][C:27](=[O:32])[N:1]([CH:2]3[CH2:3][CH2:4][N:5]([C:8]([O:10][CH2:11][C:12]4[CH:17]=[CH:16][CH:15]=[CH:14][CH:13]=4)=[O:9])[CH2:6][CH2:7]3)[C:25]2=[O:26])[CH2:23][CH2:22][CH2:21][CH2:20][CH2:19]1. The yield is 0.800.